Task: Predict the product of the given reaction.. Dataset: Forward reaction prediction with 1.9M reactions from USPTO patents (1976-2016) (1) Given the reactants [F:1][C:2]1[CH:7]=[CH:6][C:5]([C:8]2[C:9]3[CH:10]=[C:11]([CH2:18][OH:19])[CH:12]=[N:13][C:14]=3[CH2:15][CH2:16][CH:17]=2)=[CH:4][CH:3]=1.[C:20]([Si:24](Cl)([CH3:26])[CH3:25])([CH3:23])([CH3:22])[CH3:21].N1C=CN=C1, predict the reaction product. The product is: [Si:24]([O:19][CH2:18][C:11]1[CH:12]=[N:13][C:14]2[CH2:15][CH2:16][CH:17]=[C:8]([C:5]3[CH:6]=[CH:7][C:2]([F:1])=[CH:3][CH:4]=3)[C:9]=2[CH:10]=1)([C:20]([CH3:23])([CH3:22])[CH3:21])([CH3:26])[CH3:25]. (2) Given the reactants O/[CH:2]=[C:3]1\[C:4](=[O:13])[NH:5][C:6]2[C:11]\1=[CH:10][CH:9]=[C:8]([F:12])[CH:7]=2.O/C=C1\C(=O)NC2C\1=CC=CC=2.[C:26]1([C:32]2[NH:36][N:35]=[C:34]([NH2:37])[CH:33]=2)[CH:31]=[CH:30][CH:29]=[CH:28][CH:27]=1.NC1C=CNN=1.C1(NC2C=CNN=2)C=CC=CC=1, predict the reaction product. The product is: [F:12][C:8]1[CH:7]=[C:6]2[C:11]([C:3](=[CH:2][NH:37][C:34]3[CH:33]=[C:32]([C:26]4[CH:31]=[CH:30][CH:29]=[CH:28][CH:27]=4)[NH:36][N:35]=3)[C:4](=[O:13])[NH:5]2)=[CH:10][CH:9]=1. (3) The product is: [CH2:1]([N:8]1[CH2:9][CH2:10][CH:11]([CH2:14][C:15]2[CH:16]=[CH:17][C:18]([C:19]#[N:20])=[CH:21][CH:22]=2)[CH2:12][CH2:13]1)[C:2]1[CH:3]=[CH:4][CH:5]=[CH:6][CH:7]=1. Given the reactants [CH2:1]([N:8]1[CH2:13][CH2:12][C:11](=[CH:14][C:15]2[CH:22]=[CH:21][C:18]([C:19]#[N:20])=[CH:17][CH:16]=2)[CH2:10][CH2:9]1)[C:2]1[CH:7]=[CH:6][CH:5]=[CH:4][CH:3]=1, predict the reaction product.